Predict the reactants needed to synthesize the given product. From a dataset of Full USPTO retrosynthesis dataset with 1.9M reactions from patents (1976-2016). (1) Given the product [C:1]([C:13]1[C:14]([CH3:19])=[CH:15][C:16]([CH3:18])=[CH:17][N:12]=1)#[N:2], predict the reactants needed to synthesize it. The reactants are: [C-:1]#[N:2].[Na+].COS([O-])(=O)=O.CO[N+:12]1[CH:17]=[C:16]([CH3:18])[CH:15]=[C:14]([CH3:19])[CH:13]=1. (2) Given the product [CH2:17]([O:16][C:14](=[O:15])[CH2:13][C:7]1[C:6]([F:9])=[C:5]([F:10])[N:4]=[C:3]([F:11])[C:2]=1[Cl:1])[C:18]1[CH:23]=[CH:22][CH:21]=[CH:20][CH:19]=1, predict the reactants needed to synthesize it. The reactants are: [Cl:1][C:2]1[C:3]([F:11])=[N:4][C:5]([F:10])=[C:6]([F:9])[C:7]=1F.C(OCC1C=CC=CC=1)(=O)[CH2:13][C:14]([O:16][CH2:17][C:18]1[CH:23]=[CH:22][CH:21]=[CH:20][CH:19]=1)=[O:15].[H-].[Na+].[Cl-].[NH4+]. (3) Given the product [N:34]1([C:39]([CH3:43])([CH3:42])[C:40]#[C:41][C:8]2[CH:9]=[C:10]3[C@:21]4([CH2:25][O:24][C:23]([NH2:26])=[N:22]4)[C:20]4[C:15](=[CH:16][CH:17]=[C:18]([C:27]5[CH:28]=[N:29][CH:30]=[CH:31][CH:32]=5)[CH:19]=4)[O:14][C:11]3=[N:12][CH:13]=2)[CH2:37][CH2:36][CH2:35]1, predict the reactants needed to synthesize it. The reactants are: C(=O)([O-])[O-].[K+].[K+].Br[C:8]1[CH:9]=[C:10]2[C@:21]3([CH2:25][O:24][C:23]([NH2:26])=[N:22]3)[C:20]3[C:15](=[CH:16][CH:17]=[C:18]([C:27]4[CH:28]=[N:29][CH:30]=[CH:31][CH:32]=4)[CH:19]=3)[O:14][C:11]2=[N:12][CH:13]=1.Cl.[NH:34]1[CH2:37][CH2:36][CH2:35]1.Cl[C:39]([CH3:43])([CH3:42])[C:40]#[CH:41].